Dataset: Catalyst prediction with 721,799 reactions and 888 catalyst types from USPTO. Task: Predict which catalyst facilitates the given reaction. Reactant: Br[C:2]1[CH:3]=[C:4]([CH2:9][NH:10][C:11]([C@@H:13]2[CH2:17][C@@H:16]([F:18])[CH2:15][N:14]2[S:19]([C:22]2[CH:27]=[CH:26][C:25]([F:28])=[CH:24][CH:23]=2)(=[O:21])=[O:20])=[O:12])[CH:5]=[C:6]([F:8])[CH:7]=1.[B:29]1([B:29]2[O:33][C:32]([CH3:35])([CH3:34])[C:31]([CH3:37])([CH3:36])[O:30]2)[O:33][C:32]([CH3:35])([CH3:34])[C:31]([CH3:37])([CH3:36])[O:30]1.O1CCOCC1.C([O-])(=O)C.[K+]. Product: [F:18][C@H:16]1[CH2:15][N:14]([S:19]([C:22]2[CH:27]=[CH:26][C:25]([F:28])=[CH:24][CH:23]=2)(=[O:21])=[O:20])[C@H:13]([C:11]([NH:10][CH2:9][C:4]2[CH:3]=[C:2]([B:29]3[O:33][C:32]([CH3:35])([CH3:34])[C:31]([CH3:37])([CH3:36])[O:30]3)[CH:7]=[C:6]([F:8])[CH:5]=2)=[O:12])[CH2:17]1. The catalyst class is: 140.